Dataset: Reaction yield outcomes from USPTO patents with 853,638 reactions. Task: Predict the reaction yield, written as a fraction of the theoretical maximum amount of product (1.0 means a 100% yield; for example, 0.34 means a 34% yield). (1) The reactants are [CH:1]([C:4]1[NH:5][CH:6]=[CH:7][N:8]=1)([CH3:3])[CH3:2].[N:9]([CH2:12][Si:13]([O:17][CH3:18])([O:15][CH3:16])[CH3:14])=[C:10]=[O:11]. The catalyst is C(OCC)(=O)C. The product is [CH:1]([C:4]1[N:5]([C:10](=[O:11])[NH:9][CH2:12][Si:13]([O:17][CH3:18])([O:15][CH3:16])[CH3:14])[CH:6]=[CH:7][N:8]=1)([CH3:3])[CH3:2]. The yield is 1.00. (2) The reactants are [Cl:1][CH2:2][C:3]1[N:4]=[C:5]2[S:12][CH:11]=[C:10]([CH2:13][OH:14])[N:6]2[C:7](=[O:9])[CH:8]=1.[Cr](Cl)([O-])(=O)=O.[NH+]1C=CC=CC=1. The catalyst is C(Cl)Cl. The product is [Cl:1][CH2:2][C:3]1[N:4]=[C:5]2[S:12][CH:11]=[C:10]([CH:13]=[O:14])[N:6]2[C:7](=[O:9])[CH:8]=1. The yield is 0.780.